From a dataset of Forward reaction prediction with 1.9M reactions from USPTO patents (1976-2016). Predict the product of the given reaction. (1) Given the reactants [F:1][C:2]1[CH:7]=[CH:6][CH:5]=[C:4]([F:8])[C:3]=1[N:9]1[C:14]2[N:15]=[C:16](S(C)(=O)=O)[N:17]=[C:18]([C:19]3[CH:20]=[C:21]([CH:26]=[CH:27][C:28]=3[CH3:29])[C:22]([NH:24][CH3:25])=[O:23])[C:13]=2[CH2:12][NH:11][C:10]1=[O:34].NCCCNC(C)C, predict the reaction product. The product is: [NH4+:9].[OH-:23].[F:1][C:2]1[CH:7]=[CH:6][CH:5]=[C:4]([F:8])[C:3]=1[N:9]1[C:14]2[N:15]=[CH:16][N:17]=[C:18]([C:19]3[CH:20]=[C:21]([CH:26]=[CH:27][C:28]=3[CH3:29])[C:22]([NH:24][CH3:25])=[O:23])[C:13]=2[CH2:12][NH:11][C:10]1=[O:34]. (2) Given the reactants CO[C:3](=[O:17])[C:4]1[C:9]([C:10]([F:13])([F:12])[F:11])=[CH:8][C:7]([F:14])=[CH:6][C:5]=1[CH2:15]Br.[Cl:18][C:19]1[CH:26]=[CH:25][C:22]([CH2:23][NH2:24])=[CH:21][CH:20]=1.C([O-])([O-])=O.[K+].[K+].C(OCC)(=O)C, predict the reaction product. The product is: [F:14][C:7]1[CH:6]=[C:5]2[C:4](=[C:9]([C:10]([F:11])([F:12])[F:13])[CH:8]=1)[C:3](=[O:17])[N:24]([CH2:23][C:22]1[CH:25]=[CH:26][C:19]([Cl:18])=[CH:20][CH:21]=1)[CH2:15]2. (3) Given the reactants [F:1][C:2]1[CH:7]=[CH:6][C:5]([F:8])=[CH:4][C:3]=1[N:9]=[C:10]=[O:11].[NH2:12][C@@H:13]([C:29]([CH3:32])([CH3:31])[CH3:30])[C:14]([NH:16][C@@H:17]1[CH2:21][CH2:20][N:19]([CH2:22][C:23]2[CH:28]=[CH:27][CH:26]=[CH:25][CH:24]=2)[CH2:18]1)=[O:15], predict the reaction product. The product is: [CH2:22]([N:19]1[CH2:20][CH2:21][C@@H:17]([NH:16][C:14](=[O:15])[C@@H:13]([NH:12][C:10]([NH:9][C:3]2[CH:4]=[C:5]([F:8])[CH:6]=[CH:7][C:2]=2[F:1])=[O:11])[C:29]([CH3:30])([CH3:32])[CH3:31])[CH2:18]1)[C:23]1[CH:24]=[CH:25][CH:26]=[CH:27][CH:28]=1. (4) Given the reactants [F:1][CH:2]([F:34])[O:3][C:4]1[CH:9]=[CH:8][C:7]([NH:10][C:11]2[N:12]=[N:13][C:14]([CH2:17][CH2:18][C:19]3[CH:20]=[C:21]4[C:25](=[CH:26][CH:27]=3)[N:24](C3CCCCO3)[N:23]=[CH:22]4)=[CH:15][CH:16]=2)=[CH:6][CH:5]=1.C(O)(C(F)(F)F)=O, predict the reaction product. The product is: [NH:24]1[C:25]2[C:21](=[CH:20][C:19]([CH2:18][CH2:17][C:14]3[N:13]=[N:12][C:11]([NH:10][C:7]4[CH:8]=[CH:9][C:4]([O:3][CH:2]([F:34])[F:1])=[CH:5][CH:6]=4)=[CH:16][CH:15]=3)=[CH:27][CH:26]=2)[CH:22]=[N:23]1.